From a dataset of Reaction yield outcomes from USPTO patents with 853,638 reactions. Predict the reaction yield, written as a fraction of the theoretical maximum amount of product (1.0 means a 100% yield; for example, 0.34 means a 34% yield). (1) The reactants are [C:1]([O:5][C:6]([NH:8][C@:9]([CH3:39])([CH2:20][CH2:21][C:22]1[O:23][C:24]([C:27](=[O:38])[CH2:28][CH2:29][CH2:30][CH2:31][C:32]2[CH:37]=[CH:36][CH:35]=[CH:34][CH:33]=2)=[CH:25][CH:26]=1)[CH:10]=[CH:11][P:12](=[O:19])([O:16][CH2:17][CH3:18])[O:13][CH2:14][CH3:15])=[O:7])([CH3:4])([CH3:3])[CH3:2]. The catalyst is C(O)C.C1C=CC(P(C2C=CC=CC=2)C2C=CC=CC=2)=CC=1.C1C=CC(P(C2C=CC=CC=2)C2C=CC=CC=2)=CC=1.C1C=CC(P(C2C=CC=CC=2)C2C=CC=CC=2)=CC=1.[Cl-].[Rh]. The product is [C:1]([O:5][C:6]([NH:8][C@:9]([CH3:39])([CH2:20][CH2:21][C:22]1[O:23][C:24]([C:27](=[O:38])[CH2:28][CH2:29][CH2:30][CH2:31][C:32]2[CH:37]=[CH:36][CH:35]=[CH:34][CH:33]=2)=[CH:25][CH:26]=1)[CH2:10][CH2:11][P:12](=[O:19])([O:13][CH2:14][CH3:15])[O:16][CH2:17][CH3:18])=[O:7])([CH3:2])([CH3:3])[CH3:4]. The yield is 0.850. (2) The reactants are O[N:2]=[C:3]([C:5]1[CH:14]=[CH:13][C:8]([C:9]([O:11][CH3:12])=[O:10])=[CH:7][C:6]=1[CH3:15])[CH3:4].[ClH:16]. The catalyst is CO.[Pd]. The product is [ClH:16].[NH2:2][CH:3]([C:5]1[CH:14]=[CH:13][C:8]([C:9]([O:11][CH3:12])=[O:10])=[CH:7][C:6]=1[CH3:15])[CH3:4]. The yield is 1.00.